This data is from Reaction yield outcomes from USPTO patents with 853,638 reactions. The task is: Predict the reaction yield, written as a fraction of the theoretical maximum amount of product (1.0 means a 100% yield; for example, 0.34 means a 34% yield). (1) The reactants are C(OC([NH:8][C:9]1[CH2:10][C:11]([C:33](=[O:49])[N:34]([CH2:38][CH2:39][CH2:40][O:41][Si](C(C)(C)C)(C)C)[CH2:35][CH2:36][CH3:37])=[CH:12][C:13]2[CH:19]=[CH:18][C:17]([C:20]3[CH:25]=[CH:24][C:23]([CH2:26][C:27]([O:29][CH2:30][CH2:31][F:32])=[O:28])=[CH:22][CH:21]=3)=[CH:16][C:14]=2[N:15]=1)=O)(C)(C)C. The catalyst is ClCCl.C(O)(C(F)(F)F)=O. The product is [NH2:8][C:9]1[CH2:10][C:11]([C:33](=[O:49])[N:34]([CH2:38][CH2:39][CH2:40][OH:41])[CH2:35][CH2:36][CH3:37])=[CH:12][C:13]2[CH:19]=[CH:18][C:17]([C:20]3[CH:25]=[CH:24][C:23]([CH2:26][C:27]([O:29][CH2:30][CH2:31][F:32])=[O:28])=[CH:22][CH:21]=3)=[CH:16][C:14]=2[N:15]=1. The yield is 0.350. (2) The reactants are [CH2:1]([NH:8][C:9]1([C:12]2[CH:17]=[CH:16][C:15]([C:18]#[C:19][C:20]3[CH:30]=[CH:29][C:23]([C:24]([O:26]CC)=[O:25])=[CH:22][CH:21]=3)=[CH:14][CH:13]=2)[CH2:11][CH2:10]1)[C:2]1[CH:7]=[CH:6][CH:5]=[CH:4][CH:3]=1.[OH-].[Na+]. The catalyst is C(O)C.O1CCCC1. The product is [CH2:1]([NH:8][C:9]1([C:12]2[CH:17]=[CH:16][C:15]([C:18]#[C:19][C:20]3[CH:21]=[CH:22][C:23]([C:24]([OH:26])=[O:25])=[CH:29][CH:30]=3)=[CH:14][CH:13]=2)[CH2:10][CH2:11]1)[C:2]1[CH:7]=[CH:6][CH:5]=[CH:4][CH:3]=1. The yield is 0.500. (3) The reactants are Cl.I[C:3]1[C:11]2[C:6](=[N:7][CH:8]=[N:9][C:10]=2[NH2:12])[N:5]([CH:13]2[CH2:17][CH2:16][NH:15][CH2:14]2)[N:4]=1.[CH3:18][O:19][C:20]1[CH:25]=[C:24](B2OC(C)(C)C(C)(C)O2)[CH:23]=[CH:22][C:21]=1[NH:35][C:36]([C:38]1[N:39]([CH3:47])[C:40]2[C:45]([CH:46]=1)=[CH:44][CH:43]=[CH:42][CH:41]=2)=[O:37].C(=O)([O-])[O-].[Na+].[Na+]. The yield is 0.770. The catalyst is COCCOC.O.C1C=CC([P]([Pd]([P](C2C=CC=CC=2)(C2C=CC=CC=2)C2C=CC=CC=2)([P](C2C=CC=CC=2)(C2C=CC=CC=2)C2C=CC=CC=2)[P](C2C=CC=CC=2)(C2C=CC=CC=2)C2C=CC=CC=2)(C2C=CC=CC=2)C2C=CC=CC=2)=CC=1. The product is [NH2:12][C:10]1[N:9]=[CH:8][N:7]=[C:6]2[N:5]([CH:13]3[CH2:17][CH2:16][NH:15][CH2:14]3)[N:4]=[C:3]([C:24]3[CH:23]=[CH:22][C:21]([NH:35][C:36]([C:38]4[N:39]([CH3:47])[C:40]5[C:45]([CH:46]=4)=[CH:44][CH:43]=[CH:42][CH:41]=5)=[O:37])=[C:20]([O:19][CH3:18])[CH:25]=3)[C:11]=12. (4) The reactants are [NH2:1][C:2]1[C:6]2[CH:7]=[N:8][C:9]([NH:11][C:12]([NH:14][C@@H:15]([C:17]3[CH:22]=[CH:21][CH:20]=[CH:19][CH:18]=3)[CH3:16])=[O:13])=[CH:10][C:5]=2[NH:4][N:3]=1.[C:23]1(=O)[CH2:27][CH2:26][C:25](=[O:28])[CH2:24]1.[O-]S([O-])(=O)=O.[Mg+2]. The catalyst is C1(C)C=CC=CC=1. The product is [O:28]=[C:25]1[CH2:26][CH2:27][C:23]([NH:1][C:2]2[C:6]3[CH:7]=[N:8][C:9]([NH:11][C:12]([NH:14][C@@H:15]([C:17]4[CH:22]=[CH:21][CH:20]=[CH:19][CH:18]=4)[CH3:16])=[O:13])=[CH:10][C:5]=3[NH:4][N:3]=2)=[CH:24]1. The yield is 0.0463.